This data is from Full USPTO retrosynthesis dataset with 1.9M reactions from patents (1976-2016). The task is: Predict the reactants needed to synthesize the given product. (1) Given the product [Cl:1][C:2]1[C:8]([O:9][CH3:10])=[CH:7][C:5]([NH:6][C:17](=[O:18])[C:16]2[CH:20]=[CH:21][C:22]([O:23][CH3:24])=[C:14]([F:13])[CH:15]=2)=[C:4]([O:11][CH3:12])[CH:3]=1, predict the reactants needed to synthesize it. The reactants are: [Cl:1][C:2]1[C:8]([O:9][CH3:10])=[CH:7][C:5]([NH2:6])=[C:4]([O:11][CH3:12])[CH:3]=1.[F:13][C:14]1[CH:15]=[C:16]([CH:20]=[CH:21][C:22]=1[O:23][CH3:24])[C:17](O)=[O:18]. (2) Given the product [Cl:1][C:2]1[N:3]=[C:4]([N:13]2[CH2:18][CH2:17][O:16][CH2:15][CH2:14]2)[C:5]2[S:10][C:9]([CH2:11][NH:25][C:20]3[S:28][CH:23]=[CH:22][N:21]=3)=[CH:8][C:6]=2[N:7]=1, predict the reactants needed to synthesize it. The reactants are: [Cl:1][C:2]1[N:3]=[C:4]([N:13]2[CH2:18][CH2:17][O:16][CH2:15][CH2:14]2)[C:5]2[S:10][C:9]([CH:11]=O)=[CH:8][C:6]=2[N:7]=1.Cl[C:20]1[N:21]=[C:22](Cl)[C:23]2[S:28]C=CC=2[N:25]=1.NC1SC=CN=1. (3) Given the product [O:24]=[C:7]1[C:8]2([CH2:13][CH2:12][CH2:11][NH:10]2)[CH2:9][N:6]1[CH2:5][C:4]([O:3][CH2:1][CH3:2])=[O:25], predict the reactants needed to synthesize it. The reactants are: [CH2:1]([O:3][C:4](=[O:25])[CH2:5][N:6]1[CH2:9][C:8]2([CH2:13][CH2:12][CH2:11][N:10]2C(OCC2C=CC=CC=2)=O)[C:7]1=[O:24])[CH3:2]. (4) Given the product [NH2:1][C:2]1[N:3]([CH3:24])[C:4](=[O:23])[C:5]2([C:15]3[C:10](=[CH:11][CH:12]=[C:13]([C:32]4[CH:33]=[CH:34][C:29]([S:26]([CH3:25])(=[O:28])=[O:27])=[CH:30][CH:31]=4)[CH:14]=3)[O:9][CH:8]([C:17]3[CH:22]=[CH:21][CH:20]=[CH:19][CH:18]=3)[CH2:7]2)[N:6]=1, predict the reactants needed to synthesize it. The reactants are: [NH2:1][C:2]1[N:3]([CH3:24])[C:4](=[O:23])[C:5]2([C:15]3[C:10](=[CH:11][CH:12]=[C:13](Br)[CH:14]=3)[O:9][CH:8]([C:17]3[CH:22]=[CH:21][CH:20]=[CH:19][CH:18]=3)[CH2:7]2)[N:6]=1.[CH3:25][S:26]([C:29]1[CH:34]=[CH:33][C:32](B(O)O)=[CH:31][CH:30]=1)(=[O:28])=[O:27]. (5) The reactants are: F[C:2]1[CH:10]=[C:9]2[C:5]([CH:6]=[CH:7][NH:8]2)=[C:4]([C:11]2[CH:16]=[C:15]([N:17]3[CH2:22][CH2:21][O:20][CH2:19][CH2:18]3)[N:14]=[C:13]([S:23]([CH3:26])(=[O:25])=[O:24])[N:12]=2)[CH:3]=1.CC1(C)C(C)(C)OB(C2C=C(C#N)C=C3C=2C=[CH:38][NH:39]3)O1. Given the product [CH3:26][S:23]([C:13]1[N:12]=[C:11]([C:4]2[CH:3]=[C:2]([C:38]#[N:39])[CH:10]=[C:9]3[C:5]=2[CH:6]=[CH:7][NH:8]3)[CH:16]=[C:15]([N:17]2[CH2:18][CH2:19][O:20][CH2:21][CH2:22]2)[N:14]=1)(=[O:24])=[O:25], predict the reactants needed to synthesize it.